From a dataset of Forward reaction prediction with 1.9M reactions from USPTO patents (1976-2016). Predict the product of the given reaction. (1) Given the reactants C([O:8][C:9]1[C:18]2[C:13](=[CH:14][C:15]([NH:19][C:20]3[C:28]4[C:23](=[CH:24][N:25]=[CH:26][CH:27]=4)[O:22][C:21]=3[C:29]([O:31][CH2:32][CH3:33])=[O:30])=[CH:16][CH:17]=2)[CH:12]=[N:11][CH:10]=1)C1C=CC=CC=1, predict the reaction product. The product is: [OH:8][C:9]1[C:18]2[C:13](=[CH:14][C:15]([NH:19][C:20]3[C:28]4[C:23](=[CH:24][N:25]=[CH:26][CH:27]=4)[O:22][C:21]=3[C:29]([O:31][CH2:32][CH3:33])=[O:30])=[CH:16][CH:17]=2)[CH:12]=[N:11][CH:10]=1. (2) Given the reactants CO.[Br:3][C:4]1[CH:9]=[CH:8][C:7]([O:10][CH:11]([F:13])[F:12])=[C:6]([O:14]CC2CC2)[CH:5]=1.Cl, predict the reaction product. The product is: [Br:3][C:4]1[CH:9]=[CH:8][C:7]([O:10][CH:11]([F:12])[F:13])=[C:6]([OH:14])[CH:5]=1. (3) The product is: [CH3:18][S:17][C:14]1[N:15]=[CH:16][C:11]2[CH2:10][CH2:9][CH2:8][C:7]3[C:6]([C:12]=2[N:13]=1)=[N:5][N:4]1[CH2:3][CH2:2][O:1][C:20](=[O:21])[C:19]=31. Given the reactants [OH:1][CH2:2][CH2:3][N:4]1[C:19]([C:20](OCC)=[O:21])=[C:7]2[CH2:8][CH2:9][CH2:10][C:11]3[C:12](=[N:13][C:14]([S:17][CH3:18])=[N:15][CH:16]=3)[C:6]2=[N:5]1.C1(C)C=CC(S(O)(=O)=O)=CC=1, predict the reaction product. (4) The product is: [C:1]([C:3]1([NH:6][C:7]([C@H:9]2[N:10]([C:15]([C:17]3([CH3:20])[CH2:19][CH2:18]3)=[O:16])[CH2:11][C@@H:12]([O:14][S:27]([C:21]3[CH:26]=[CH:25][CH:24]=[CH:23][CH:22]=3)(=[O:29])=[O:28])[CH2:13]2)=[O:8])[CH2:4][CH2:5]1)#[N:2]. Given the reactants [C:1]([C:3]1([NH:6][C:7]([C@@H:9]2[CH2:13][C@H:12]([OH:14])[CH2:11][N:10]2[C:15]([C:17]2([CH3:20])[CH2:19][CH2:18]2)=[O:16])=[O:8])[CH2:5][CH2:4]1)#[N:2].[C:21]1([S:27](Cl)(=[O:29])=[O:28])[CH:26]=[CH:25][CH:24]=[CH:23][CH:22]=1.C(N(CC)CC)C.Cl, predict the reaction product.